From a dataset of Forward reaction prediction with 1.9M reactions from USPTO patents (1976-2016). Predict the product of the given reaction. (1) Given the reactants [NH2:1][C:2]1[CH:3]=[CH:4][C:5]([CH3:20])=[C:6]([CH:19]=1)/[CH:7]=[CH:8]/[C:9]1[C:13]2[N:14]=[CH:15][N:16]=[C:17]([NH2:18])[C:12]=2[S:11][CH:10]=1.[F:21][C:22]([F:33])([F:32])[C:23]1[CH:24]=[C:25]([CH:29]=[CH:30][CH:31]=1)[C:26](Cl)=[O:27], predict the reaction product. The product is: [NH2:18][C:17]1[C:12]2[S:11][CH:10]=[C:9](/[CH:8]=[CH:7]/[C:6]3[CH:19]=[C:2]([NH:1][C:26](=[O:27])[C:25]4[CH:29]=[CH:30][CH:31]=[C:23]([C:22]([F:21])([F:32])[F:33])[CH:24]=4)[CH:3]=[CH:4][C:5]=3[CH3:20])[C:13]=2[N:14]=[CH:15][N:16]=1. (2) Given the reactants [C:1]([CH2:4][O:5][CH2:6][CH2:7][NH:8][C:9]1[CH:17]=[CH:16][C:12]([C:13](O)=[O:14])=[CH:11][C:10]=1[N+:18]([O-:20])=[O:19])(O)=[O:2].S(Cl)([Cl:23])=O, predict the reaction product. The product is: [N:8]1([C:9]2[CH:17]=[CH:16][C:12]([C:13]([Cl:23])=[O:14])=[CH:11][C:10]=2[N+:18]([O-:20])=[O:19])[CH2:7][CH2:6][O:5][CH2:4][C:1]1=[O:2].